Dataset: Forward reaction prediction with 1.9M reactions from USPTO patents (1976-2016). Task: Predict the product of the given reaction. Given the reactants Cl.[O:2]1[C:6]([C:7]2[CH:12]=[CH:11][C:10]([C:13]3[S:17][C:16]([C:18]4([CH2:27][C:28]([O:30][C:31]([CH3:34])([CH3:33])[CH3:32])=[O:29])[S:24](=[O:26])(=[O:25])[CH2:23][CH2:22][NH:21][CH2:20][CH2:19]4)=[CH:15][CH:14]=3)=[CH:9][CH:8]=2)=[CH:5][N:4]=[CH:3]1.C(N(CC)CC)C.Cl[C:43]([O:45][CH2:46][CH:47]1[C:59]2[CH:58]=[CH:57][CH:56]=[CH:55][C:54]=2[C:53]2[C:48]1=[CH:49][CH:50]=[CH:51][CH:52]=2)=[O:44], predict the reaction product. The product is: [CH:58]1[C:59]2[CH:47]([CH2:46][O:45][C:43]([N:21]3[CH2:20][CH2:19][C:18]([CH2:27][C:28]([O:30][C:31]([CH3:34])([CH3:33])[CH3:32])=[O:29])([C:16]4[S:17][C:13]([C:10]5[CH:9]=[CH:8][C:7]([C:6]6[O:2][CH:3]=[N:4][CH:5]=6)=[CH:12][CH:11]=5)=[CH:14][CH:15]=4)[S:24](=[O:26])(=[O:25])[CH2:23][CH2:22]3)=[O:44])[C:48]3[C:53](=[CH:52][CH:51]=[CH:50][CH:49]=3)[C:54]=2[CH:55]=[CH:56][CH:57]=1.